From a dataset of Full USPTO retrosynthesis dataset with 1.9M reactions from patents (1976-2016). Predict the reactants needed to synthesize the given product. (1) Given the product [CH3:1][CH2:2][CH2:3][CH:4]1[O:24][C@:23]2([C:25]([CH2:27][OH:28])=[O:26])[C@@H:6]([CH2:7][C@@H:8]3[C@:22]2([CH3:29])[CH2:21][C@H:20]([OH:30])[C@H:19]2[C@H:9]3[CH2:10][CH2:11][C:12]3[C@:18]2([CH3:31])[CH:17]=[CH:16][C:14](=[O:15])[CH:13]=3)[O:5]1.[CH2:23]([O:24][C:4](=[O:5])[O-:34])[CH2:6][CH2:7][CH2:8][CH2:22][CH2:21][CH2:20][CH2:19][CH2:9][CH2:10][CH2:11][CH2:12][CH2:18][CH2:17][CH2:16][CH3:14], predict the reactants needed to synthesize it. The reactants are: [CH3:1][CH2:2][CH2:3][CH:4]1[O:24][C@:23]2([C:25]([CH2:27][OH:28])=[O:26])[C@@H:6]([CH2:7][C@@H:8]3[C@:22]2([CH3:29])[CH2:21][C@H:20]([OH:30])[C@H:19]2[C@H:9]3[CH2:10][CH2:11][C:12]3[C@:18]2([CH3:31])[CH:17]=[CH:16][C:14](=[O:15])[CH:13]=3)[O:5]1.ClC([O-])=[O:34].CCN(CC)CC.O. (2) Given the product [F:17][C:14]1[CH:15]=[CH:16][C:11]([C:10]([NH:9][C:6]2[CH:5]=[CH:4][C:3]([C:1]#[C:2][C:20]3[CH:21]=[N:22][CH:23]=[C:24]([CH:37]=3)[C:25]([N:27]=[S@@:28]([CH3:36])(=[O:35])[C:29]3[CH:34]=[CH:33][CH:32]=[CH:31][CH:30]=3)=[O:26])=[CH:8][CH:7]=2)=[O:18])=[CH:12][CH:13]=1, predict the reactants needed to synthesize it. The reactants are: [C:1]([C:3]1[CH:8]=[CH:7][C:6]([NH:9][C:10](=[O:18])[C:11]2[CH:16]=[CH:15][C:14]([F:17])=[CH:13][CH:12]=2)=[CH:5][CH:4]=1)#[CH:2].Br[C:20]1[CH:21]=[N:22][CH:23]=[C:24]([CH:37]=1)[C:25]([N:27]=[S:28]([CH3:36])(=[O:35])[C:29]1[CH:34]=[CH:33][CH:32]=[CH:31][CH:30]=1)=[O:26]. (3) Given the product [F:1][C:2]([F:14])([F:13])[C:3]1[CH:8]=[CH:7][N:6]=[C:5]([C:9]([NH:16][NH2:17])=[O:10])[N:4]=1, predict the reactants needed to synthesize it. The reactants are: [F:1][C:2]([F:14])([F:13])[C:3]1[CH:8]=[CH:7][N:6]=[C:5]([C:9](OC)=[O:10])[N:4]=1.O.[NH2:16][NH2:17]. (4) Given the product [C:12]([O:16][C:17]([NH:18][CH2:19][CH2:20][N:6]1[CH2:5][CH2:4][N:3]([CH2:8][C:9]([OH:11])=[O:10])[C:2](=[O:1])[CH2:7]1)=[O:22])([CH3:15])([CH3:14])[CH3:13], predict the reactants needed to synthesize it. The reactants are: [O:1]=[C:2]1[CH2:7][NH:6][CH2:5][CH2:4][N:3]1[CH2:8][C:9]([OH:11])=[O:10].[C:12]([O:16][C:17](=[O:22])[NH:18][CH2:19][CH:20]=O)([CH3:15])([CH3:14])[CH3:13].